From a dataset of Forward reaction prediction with 1.9M reactions from USPTO patents (1976-2016). Predict the product of the given reaction. (1) Given the reactants [C:1]([C:3]1[CH:4]=[C:5]2[C:9](=[CH:10][CH:11]=1)[NH:8][CH:7]=[CH:6]2)#[N:2].[OH-].[Na+].[I:14]I.S([O-])([O-])(=O)=S.[Na+].[Na+], predict the reaction product. The product is: [C:1]([C:3]1[CH:4]=[C:5]2[C:9](=[CH:10][CH:11]=1)[NH:8][CH:7]=[C:6]2[I:14])#[N:2]. (2) Given the reactants [F:1][C:2]([F:17])([F:16])[C:3]1[C:11]2[CH2:10][CH2:9][CH2:8][CH2:7][C:6]=2[N:5]([CH2:12][C:13]([OH:15])=O)[N:4]=1.CN(C=O)C.O[N:24]=[C:25]([C:27]1[CH:28]=[N:29][N:30]2[C:35]([C:36]([F:39])([F:38])[F:37])=[CH:34][C:33]([C:40]([F:43])([F:42])[F:41])=[N:32][C:31]=12)[NH2:26].Cl.C(N=C=NCCCN(C)C)C.O.ON1C2C=CC=CC=2N=N1, predict the reaction product. The product is: [F:42][C:40]([F:41])([F:43])[C:33]1[CH:34]=[C:35]([C:36]([F:37])([F:38])[F:39])[N:30]2[N:29]=[CH:28][C:27]([C:25]3[N:26]=[C:13]([CH2:12][N:5]4[C:6]5[CH2:7][CH2:8][CH2:9][CH2:10][C:11]=5[C:3]([C:2]([F:1])([F:17])[F:16])=[N:4]4)[O:15][N:24]=3)=[C:31]2[N:32]=1. (3) Given the reactants [NH3:1].[Si:2]([O:9][CH:10]([CH:23]=[CH2:24])[CH2:11][N:12]1[C:16]2[N:17]=[CH:18][N:19]=[C:20](Cl)[C:15]=2[C:14]([I:22])=[CH:13]1)([C:5]([CH3:8])([CH3:7])[CH3:6])([CH3:4])[CH3:3], predict the reaction product. The product is: [Si:2]([O:9][CH:10]([CH:23]=[CH2:24])[CH2:11][N:12]1[C:16]2[N:17]=[CH:18][N:19]=[C:20]([NH2:1])[C:15]=2[C:14]([I:22])=[CH:13]1)([C:5]([CH3:8])([CH3:7])[CH3:6])([CH3:4])[CH3:3]. (4) Given the reactants [CH2:1]([O:3][C:4]([C:6]1([NH:15][S:16]([C:19]2[CH:24]=[C:23]([Cl:25])[CH:22]=[C:21]([Cl:26])[C:20]=2[OH:27])(=[O:18])=[O:17])[CH2:14][C:13]2[C:8](=[CH:9][CH:10]=[CH:11][CH:12]=2)[CH2:7]1)=[O:5])[CH3:2].C([O-])([O-])=O.[Cs+].[Cs+].Br[CH:35]([CH3:37])[CH3:36], predict the reaction product. The product is: [CH2:1]([O:3][C:4]([C:6]1([NH:15][S:16]([C:19]2[CH:24]=[C:23]([Cl:25])[CH:22]=[C:21]([Cl:26])[C:20]=2[O:27][CH:35]([CH3:37])[CH3:36])(=[O:18])=[O:17])[CH2:14][C:13]2[C:8](=[CH:9][CH:10]=[CH:11][CH:12]=2)[CH2:7]1)=[O:5])[CH3:2]. (5) Given the reactants [CH2:1]([C:4]1[C:8]([CH2:9][CH2:10][CH2:11][OH:12])=[CH:7][N:6]([C:13]2[CH:18]=[CH:17][C:16]([C:19]([F:22])([F:21])[F:20])=[CH:15][N:14]=2)[N:5]=1)[CH2:2][CH3:3].[CH2:23]([N:25]1[CH:29]=[C:28]([CH2:30][C:31]([O:33]C)=[O:32])[C:27](O)=[N:26]1)[CH3:24].C(P(CCCC)CCCC)CCC.N(C(N1CCCCC1)=O)=NC(N1CCCCC1)=O, predict the reaction product. The product is: [CH2:23]([N:25]1[CH:29]=[C:28]([CH2:30][C:31]([OH:33])=[O:32])[C:27]([O:12][CH2:11][CH2:10][CH2:9][C:8]2[C:4]([CH2:1][CH2:2][CH3:3])=[N:5][N:6]([C:13]3[CH:18]=[CH:17][C:16]([C:19]([F:21])([F:20])[F:22])=[CH:15][N:14]=3)[CH:7]=2)=[N:26]1)[CH3:24].